Task: Predict which catalyst facilitates the given reaction.. Dataset: Catalyst prediction with 721,799 reactions and 888 catalyst types from USPTO (1) Reactant: Cl[CH:2]1[CH2:6][CH2:5][CH2:4][C:3]1=O.[CH3:8][O:9][C:10]1[CH:11]=[C:12]([NH:22][C:23]([NH2:25])=[S:24])[CH:13]=[CH:14][C:15]=1[N:16]1[CH:20]=[C:19]([CH3:21])[N:18]=[CH:17]1. Product: [S:24]1[C:3]2[CH2:4][CH2:5][CH2:6][C:2]=2[N:25]=[C:23]1[NH:22][C:12]1[CH:13]=[CH:14][C:15]([N:16]2[CH:20]=[C:19]([CH3:21])[N:18]=[CH:17]2)=[C:10]([O:9][CH3:8])[CH:11]=1. The catalyst class is: 714. (2) Reactant: [CH3:1][O:2][C:3]1[CH:8]=[C:7]([CH3:9])[C:6]([S:10]([N:13]([CH2:15][C:16]2[O:20][C:19]([C:21](OC)=[O:22])=[N:18][N:17]=2)[CH3:14])(=[O:12])=[O:11])=[C:5]([CH3:25])[CH:4]=1.[CH3:26][O:27][CH:28]1[CH2:33][CH2:32][N:31]([CH2:34][C:35]2[CH:40]=[CH:39][C:38]([CH2:41][NH:42][CH3:43])=[CH:37][CH:36]=2)[CH2:30][CH2:29]1.C[Al](C)C. Product: [CH3:1][O:2][C:3]1[CH:4]=[C:5]([CH3:25])[C:6]([S:10]([N:13]([CH2:15][C:16]2[O:20][C:19]([C:21]([N:42]([CH2:41][C:38]3[CH:37]=[CH:36][C:35]([CH2:34][N:31]4[CH2:32][CH2:33][CH:28]([O:27][CH3:26])[CH2:29][CH2:30]4)=[CH:40][CH:39]=3)[CH3:43])=[O:22])=[N:18][N:17]=2)[CH3:14])(=[O:12])=[O:11])=[C:7]([CH3:9])[CH:8]=1. The catalyst class is: 26. (3) Reactant: [I:1]I.[CH2:3]([NH:5][C:6](=[O:23])[C:7]1[CH:12]=[CH:11][C:10]([CH3:13])=[C:9]([C:14]2[CH:22]=[C:21]3[C:17]([CH:18]=[N:19][NH:20]3)=[CH:16][CH:15]=2)[CH:8]=1)[CH3:4].S(=O)(O)[O-].[Na+].C(O)(=O)CC(CC(O)=O)(C(O)=O)O. Product: [CH2:3]([NH:5][C:6](=[O:23])[C:7]1[CH:12]=[CH:11][C:10]([CH3:13])=[C:9]([C:14]2[CH:22]=[C:21]3[C:17]([C:18]([I:1])=[N:19][NH:20]3)=[CH:16][CH:15]=2)[CH:8]=1)[CH3:4]. The catalyst class is: 758. (4) Reactant: Br[CH2:2][C:3]([C:5]1[C:13]([C:14]2[CH:19]=[CH:18][N:17]=[C:16]([F:20])[CH:15]=2)=[C:8]2[CH:9]=[CH:10][CH:11]=[CH:12][N:7]2[N:6]=1)=O.[C:21]([NH2:24])(=[S:23])[CH3:22].[OH-].[NH4+]. Product: [F:20][C:16]1[CH:15]=[C:14]([C:13]2[C:5]([C:3]3[N:24]=[C:21]([CH3:22])[S:23][CH:2]=3)=[N:6][N:7]3[CH:12]=[CH:11][CH:10]=[CH:9][C:8]=23)[CH:19]=[CH:18][N:17]=1. The catalyst class is: 9. (5) Reactant: [CH2:1]([NH:19][CH2:20][CH2:21][CH2:22][CH2:23][CH2:24][CH2:25][CH2:26][CH2:27][CH2:28][CH2:29][CH2:30][CH2:31][CH2:32][CH2:33][CH2:34][CH3:35])[CH2:2][CH2:3][CH2:4][CH2:5][CH2:6][CH2:7][CH2:8]/[CH:9]=[CH:10]\[CH2:11][CH2:12][CH2:13][CH2:14][CH2:15][CH2:16][CH2:17][CH3:18].CCOC1N(C(OCC)=O)C2C(=CC=CC=2)C=C1.[NH:54]([C:78]([O:80][C:81]([CH3:84])([CH3:83])[CH3:82])=[O:79])[C@H:55]([C:75]([OH:77])=[O:76])[CH2:56][NH:57][C:58]([O:60][CH2:61][CH:62]1[C:74]2[C:69](=[CH:70][CH:71]=[CH:72][CH:73]=2)[C:68]2[C:63]1=[CH:64][CH:65]=[CH:66][CH:67]=2)=[O:59].CCCCCC.C(OC(=O)C)C. Product: [NH:54]([C:78]([O:80][C:81]([CH3:84])([CH3:83])[CH3:82])=[O:79])[C@H:55]([C:75]([OH:77])=[O:76])[CH2:56][NH:57][C:58]([O:60][CH2:61][CH:62]1[C:74]2[C:69](=[CH:70][CH:71]=[CH:72][CH:73]=2)[C:68]2[C:63]1=[CH:64][CH:65]=[CH:66][CH:67]=2)=[O:59].[CH2:20]([N-:19][CH2:1][CH2:2][CH2:3][CH2:4][CH2:5][CH2:6][CH2:7][CH2:8]/[CH:9]=[CH:10]\[CH2:11][CH2:12][CH2:13][CH2:14][CH2:15][CH2:16][CH2:17][CH3:18])[CH2:21][CH2:22][CH2:23][CH2:24][CH2:25][CH2:26][CH2:27][CH2:28][CH2:29][CH2:30][CH2:31][CH2:32][CH2:33][CH2:34][CH3:35]. The catalyst class is: 4. (6) Reactant: C([O:8][CH2:9][CH2:10][O:11][C:12]([N:14]1[C:23]2[C:18](=[N:19][C:20]([C:24]([F:27])([F:26])[F:25])=[CH:21][CH:22]=2)[C@@H:17]([N:28]([CH2:35][C:36]2[CH:41]=[C:40]([C:42]([F:45])([F:44])[F:43])[CH:39]=[C:38]([C:46]([F:49])([F:48])[F:47])[CH:37]=2)[C:29]2[N:30]=[N:31][N:32]([CH3:34])[N:33]=2)[CH2:16][C@H:15]1[CH2:50][CH3:51])=[O:13])C1C=CC=CC=1. Product: [OH:8][CH2:9][CH2:10][O:11][C:12]([N:14]1[C:23]2[C:18](=[N:19][C:20]([C:24]([F:27])([F:26])[F:25])=[CH:21][CH:22]=2)[C@@H:17]([N:28]([CH2:35][C:36]2[CH:41]=[C:40]([C:42]([F:45])([F:43])[F:44])[CH:39]=[C:38]([C:46]([F:49])([F:48])[F:47])[CH:37]=2)[C:29]2[N:30]=[N:31][N:32]([CH3:34])[N:33]=2)[CH2:16][C@H:15]1[CH2:50][CH3:51])=[O:13]. The catalyst class is: 19. (7) Reactant: [F:1][C:2]1[C:7]([F:8])=[CH:6][CH:5]=[CH:4][C:3]=1[C@:9]12[CH2:17][O:16][C@H:15]([C:18]([F:21])([F:20])[F:19])[C@H:14]1[CH2:13][S:12][C:11]([NH2:22])=[N:10]2.S(=O)(=O)(O)O.[N+:28]([O-])([OH:30])=[O:29].[OH-].[Na+]. Product: [F:1][C:2]1[C:7]([F:8])=[CH:6][C:5]([N+:28]([O-:30])=[O:29])=[CH:4][C:3]=1[C@:9]12[CH2:17][O:16][C@H:15]([C:18]([F:19])([F:21])[F:20])[C@H:14]1[CH2:13][S:12][C:11]([NH2:22])=[N:10]2. The catalyst class is: 67.